Dataset: NCI-60 drug combinations with 297,098 pairs across 59 cell lines. Task: Regression. Given two drug SMILES strings and cell line genomic features, predict the synergy score measuring deviation from expected non-interaction effect. Drug 1: CC1OCC2C(O1)C(C(C(O2)OC3C4COC(=O)C4C(C5=CC6=C(C=C35)OCO6)C7=CC(=C(C(=C7)OC)O)OC)O)O. Drug 2: CC1=CC=C(C=C1)C2=CC(=NN2C3=CC=C(C=C3)S(=O)(=O)N)C(F)(F)F. Cell line: SF-268. Synergy scores: CSS=27.6, Synergy_ZIP=-1.05, Synergy_Bliss=0.526, Synergy_Loewe=-18.3, Synergy_HSA=0.472.